This data is from Blood-brain barrier permeability regression values from the B3DB database. The task is: Regression/Classification. Given a drug SMILES string, predict its absorption, distribution, metabolism, or excretion properties. Task type varies by dataset: regression for continuous measurements (e.g., permeability, clearance, half-life) or binary classification for categorical outcomes (e.g., BBB penetration, CYP inhibition). For this dataset (b3db_regression), we predict Y. The drug is C1=CC(=C(C=C1F)F)C(CN2C=NC=N2)(CN3C=NC=N3)O. The Y is -0.220 log(BB ratio).